From a dataset of Full USPTO retrosynthesis dataset with 1.9M reactions from patents (1976-2016). Predict the reactants needed to synthesize the given product. (1) Given the product [Cl:3][C:4]1[N:5]=[C:6]([CH:9]([OH:31])[CH2:10][CH2:11][N:12]2[C:20]([C:21]3[CH:26]=[CH:25][CH:24]=[CH:23][CH:22]=3)=[C:19]3[C:14]([N:15]([CH3:30])[C:16](=[O:29])[N:17]([CH3:28])[C:18]3=[O:27])=[CH:13]2)[S:7][CH:8]=1, predict the reactants needed to synthesize it. The reactants are: [BH4-].[Na+].[Cl:3][C:4]1[N:5]=[C:6]([C:9](=[O:31])[CH2:10][CH2:11][N:12]2[C:20]([C:21]3[CH:26]=[CH:25][CH:24]=[CH:23][CH:22]=3)=[C:19]3[C:14]([N:15]([CH3:30])[C:16](=[O:29])[N:17]([CH3:28])[C:18]3=[O:27])=[CH:13]2)[S:7][CH:8]=1. (2) Given the product [O:18]=[C:9]1[N:10]([CH:12]2[CH2:13][CH2:14][O:15][CH2:16][CH2:17]2)[CH2:11][C@@H:7]([C:1]2[CH:2]=[CH:3][CH:4]=[CH:5][CH:6]=2)[N:8]1[CH:19]1[CH2:24][CH2:23][N:22]([CH2:26][C:27]2[CH:34]=[CH:33][C:30]([C:31]#[N:32])=[CH:29][CH:28]=2)[CH2:21][CH2:20]1, predict the reactants needed to synthesize it. The reactants are: [C:1]1([C@@H:7]2[CH2:11][N:10]([CH:12]3[CH2:17][CH2:16][O:15][CH2:14][CH2:13]3)[C:9](=[O:18])[N:8]2[CH:19]2[CH2:24][CH2:23][NH:22][CH2:21][CH2:20]2)[CH:6]=[CH:5][CH:4]=[CH:3][CH:2]=1.Br[CH2:26][C:27]1[CH:34]=[CH:33][C:30]([C:31]#[N:32])=[CH:29][CH:28]=1.